Dataset: Reaction yield outcomes from USPTO patents with 853,638 reactions. Task: Predict the reaction yield, written as a fraction of the theoretical maximum amount of product (1.0 means a 100% yield; for example, 0.34 means a 34% yield). (1) The reactants are FC(F)(F)C([NH:5][CH:6]([CH2:17][C:18](=[O:32])[N:19]1[CH2:24][CH2:23][N:22]2[C:25]([C:28]([F:31])([F:30])[F:29])=[N:26][N:27]=[C:21]2[CH2:20]1)[CH2:7][C:8]1[CH:13]=[C:12]([F:14])[C:11]([F:15])=[CH:10][C:9]=1[F:16])=O.O.[OH-].[Li+]. The catalyst is CO.O. The product is [O:32]=[C:18]([N:19]1[CH2:24][CH2:23][N:22]2[C:25]([C:28]([F:31])([F:30])[F:29])=[N:26][N:27]=[C:21]2[CH2:20]1)[CH2:17][CH:6]([NH2:5])[CH2:7][C:8]1[CH:13]=[C:12]([F:14])[C:11]([F:15])=[CH:10][C:9]=1[F:16]. The yield is 0.831. (2) The reactants are [F:1][C:2]1[CH:7]=[CH:6][C:5]([CH:8]([CH3:13])[C:9]([O:11][CH3:12])=[O:10])=[CH:4][C:3]=1[N+:14]([O-])=O. The catalyst is CO.[Pd]. The product is [NH2:14][C:3]1[CH:4]=[C:5]([CH:8]([CH3:13])[C:9]([O:11][CH3:12])=[O:10])[CH:6]=[CH:7][C:2]=1[F:1]. The yield is 0.880. (3) The reactants are [Cl:1][C:2]1[C:18]([I:19])=[CH:17][C:5]2[C:6](=O)/[C:7](=[CH:12]\N(C)C)/[CH2:8][C:9](=[O:11])[NH:10][C:4]=2[CH:3]=1.Cl.[NH2:21][C:22]([NH2:24])=[NH:23].C(=O)([O-])[O-].[K+].[K+].O. The catalyst is CCO. The product is [NH2:23][C:22]1[N:24]=[CH:12][C:7]2[CH2:8][C:9](=[O:11])[NH:10][C:4]3[CH:3]=[C:2]([Cl:1])[C:18]([I:19])=[CH:17][C:5]=3[C:6]=2[N:21]=1. The yield is 0.820. (4) The reactants are [Na].N[C:3]1[C:4]([C:19]#[N:20])=[N:5][C:6]([C:9]2[CH:14]=[CH:13][C:12]([O:15][CH3:16])=[C:11]([O:17][CH3:18])[CH:10]=2)=[CH:7][CH:8]=1.Cl.[NH2:22][C:23]([NH2:25])=[NH:24]. The catalyst is C(O)CCC. The product is [NH2:24][C:23]1[N:25]=[C:19]([NH2:20])[C:4]2[N:5]=[C:6]([C:9]3[CH:14]=[CH:13][C:12]([O:15][CH3:16])=[C:11]([O:17][CH3:18])[CH:10]=3)[CH:7]=[CH:8][C:3]=2[N:22]=1. The yield is 0.690.